The task is: Regression. Given a peptide amino acid sequence and an MHC pseudo amino acid sequence, predict their binding affinity value. This is MHC class I binding data.. This data is from Peptide-MHC class I binding affinity with 185,985 pairs from IEDB/IMGT. (1) The peptide sequence is EKAAWGVAL. The MHC is HLA-A11:01 with pseudo-sequence HLA-A11:01. The binding affinity (normalized) is 0.0847. (2) The peptide sequence is IVLPEKDSW. The MHC is HLA-A23:01 with pseudo-sequence HLA-A23:01. The binding affinity (normalized) is 0. (3) The binding affinity (normalized) is 0.549. The MHC is Patr-A0301 with pseudo-sequence Patr-A0301. The peptide sequence is QTLQDPRVR. (4) The peptide sequence is KLYERNTAF. The MHC is HLA-A68:01 with pseudo-sequence HLA-A68:01. The binding affinity (normalized) is 0.204. (5) The peptide sequence is VKDPIEGEETY. The MHC is Mamu-B17 with pseudo-sequence Mamu-B17. The binding affinity (normalized) is 0. (6) The peptide sequence is FTDCRTIDAI. The MHC is HLA-A02:02 with pseudo-sequence HLA-A02:02. The binding affinity (normalized) is 0.154. (7) The peptide sequence is EMIWDPNGW. The MHC is HLA-A30:01 with pseudo-sequence HLA-A30:01. The binding affinity (normalized) is 0.0847.